This data is from Reaction yield outcomes from USPTO patents with 853,638 reactions. The task is: Predict the reaction yield, written as a fraction of the theoretical maximum amount of product (1.0 means a 100% yield; for example, 0.34 means a 34% yield). (1) The reactants are Cl[C:2]1[N:7]=[C:6]([NH:8][C:9]2[CH:14]=[CH:13][CH:12]=[CH:11][C:10]=2[NH:15][C:16](=[O:19])[CH:17]=[CH2:18])[C:5]([C:20]([F:23])([F:22])[F:21])=[CH:4][N:3]=1.[NH2:24][C:25]1[CH:26]=[C:27]([CH:31]=[CH:32][C:33]=1[CH3:34])[C:28]([NH2:30])=[O:29].CO.C(Cl)Cl. The catalyst is CC1C=CC(S(O)(=O)=O)=CC=1.O1CCOCC1. The product is [C:16]([NH:15][C:10]1[CH:11]=[CH:12][CH:13]=[CH:14][C:9]=1[NH:8][C:6]1[C:5]([C:20]([F:23])([F:22])[F:21])=[CH:4][N:3]=[C:2]([NH:24][C:25]2[CH:26]=[C:27]([CH:31]=[CH:32][C:33]=2[CH3:34])[C:28]([NH2:30])=[O:29])[N:7]=1)(=[O:19])[CH:17]=[CH2:18]. The yield is 0.440. (2) The product is [CH2:21]([N:12]1[C:13]2[C:18](=[CH:17][CH:16]=[CH:15][N:14]=2)[C:19]([Cl:31])=[C:10]([C:8]#[N:7])[C:11]1=[O:28])[C:22]1[CH:27]=[CH:26][CH:25]=[CH:24][CH:23]=1. The reactants are C1([NH:7][C:8]([C:10]2[C:11](=[O:28])[N:12]([CH2:21][C:22]3[CH:27]=[CH:26][CH:25]=[CH:24][CH:23]=3)[C:13]3[C:18]([C:19]=2O)=[CH:17][CH:16]=[CH:15][N:14]=3)=O)CCCCC1.O=P(Cl)(Cl)[Cl:31]. The yield is 0.520. No catalyst specified. (3) The reactants are [C:1]([C:4]1[CH:9]=[CH:8][CH:7]=[CH:6][N:5]=1)(=O)[CH3:2].[CH3:10][C:11]1[C:16]([CH3:17])=[C:15]([NH2:18])[C:14]([CH3:19])=[C:13]([CH3:20])[C:12]=1[NH2:21]. The catalyst is C1(C)C=CC=CC=1.C(O)=O. The product is [CH3:17][C:16]1[C:11]([CH3:10])=[C:12]([NH2:21])[C:13]([CH3:20])=[C:14]([CH3:19])[C:15]=1[N:18]=[C:1]([C:4]1[CH:9]=[CH:8][CH:7]=[CH:6][N:5]=1)[CH3:2]. The yield is 0.450. (4) The yield is 0.730. The product is [Cl:1][C:2]1[CH:7]=[CH:6][C:5]([C:8]2([OH:40])[CH2:13][CH2:12][N:11]([CH2:14][CH2:15][CH:16]=[C:17]3[C:27]4[C:22](=[N:23][CH:24]=[CH:25][CH:26]=4)[O:21][C:20]4[CH:28]=[CH:29][CH:30]=[C:31]([C:83]([O:79][CH2:77][CH3:78])=[O:84])[C:19]=4[CH2:18]3)[CH2:10][CH2:9]2)=[CH:4][CH:3]=1. The catalyst is C([O-])(=O)C.[Pd+2].C([O-])(=O)C. The reactants are [Cl:1][C:2]1[CH:7]=[CH:6][C:5]([C:8]2([OH:40])[CH2:13][CH2:12][N:11]([CH2:14][CH2:15][CH:16]=[C:17]3[C:27]4[C:22](=[N:23][CH:24]=[CH:25][CH:26]=4)[O:21][C:20]4[CH:28]=[CH:29][CH:30]=[C:31](OS(C(F)(F)F)(=O)=O)[C:19]=4[CH2:18]3)[CH2:10][CH2:9]2)=[CH:4][CH:3]=1.C1(P(C2C=CC=CC=2)CCCP(C2C=CC=CC=2)C2C=CC=CC=2)C=CC=CC=1.C(N(CC)CC)C.[CH2:77]([OH:79])[CH3:78].CN([CH:83]=[O:84])C.